Task: Binary Classification. Given a drug SMILES string, predict its activity (active/inactive) in a high-throughput screening assay against a specified biological target.. Dataset: KCNQ2 potassium channel screen with 302,405 compounds (1) The result is 0 (inactive). The compound is O(C(=O)C1CCN(C2CC(=O)N(C2=O)c2ccc(OCC)cc2)CC1)CC. (2) The drug is S(CC(=O)c1c(ccc(c1)C)C)c1nc([nH]n1)c1ccncc1. The result is 0 (inactive). (3) The compound is O(c1cc2c([nH]c(=O)n(Cc3ccc(cc3)C(=O)NCCOC)c2=O)cc1OCC)CC. The result is 0 (inactive). (4) The result is 0 (inactive). The compound is S(=O)(=O)(N1CCOCC1)c1ccc(N\N=C2/C=C(C=CC2=O)C)cc1. (5) The drug is s1c2c(scc2)cc1C(O)=O. The result is 0 (inactive). (6) The drug is s1nc(c(N)c1C(=O)N(C(C(=O)NCC1OCCC1)c1oc(cc1)C)c1ccccc1)C(=O)N. The result is 0 (inactive). (7) The drug is S(CC(=O)N1CCOCC1)c1oc(nn1)c1c(OC)cccc1. The result is 0 (inactive). (8) The compound is Clc1ccc(n2nnc(c2)COC(=O)Nc2ccc(Cl)cc2)cc1. The result is 0 (inactive). (9) The drug is O1C(OCC)C(C(C=C1C(=O)N1CCN(CC1)C)c1c(=O)c2c(oc1)cccc2)CCCO. The result is 0 (inactive).